Dataset: Full USPTO retrosynthesis dataset with 1.9M reactions from patents (1976-2016). Task: Predict the reactants needed to synthesize the given product. (1) Given the product [CH3:38][S:39]([C:42]1[CH:47]=[CH:46][C:45]([C:2]2[N:7]=[CH:6][C:5]([NH:8][C:9](=[O:15])[O:10][C:11]([CH3:14])([CH3:13])[CH3:12])=[C:4]([C:16]([N:18]3[CH2:23][CH2:22][CH:21]([N:24]4[CH2:29][CH2:28][CH2:27][CH:26]([C:30]([N:32]5[CH2:37][CH2:36][O:35][CH2:34][CH2:33]5)=[O:31])[CH2:25]4)[CH2:20][CH2:19]3)=[O:17])[CH:3]=2)=[CH:44][CH:43]=1)(=[O:41])=[O:40], predict the reactants needed to synthesize it. The reactants are: Cl[C:2]1[N:7]=[CH:6][C:5]([NH:8][C:9](=[O:15])[O:10][C:11]([CH3:14])([CH3:13])[CH3:12])=[C:4]([C:16]([N:18]2[CH2:23][CH2:22][CH:21]([N:24]3[CH2:29][CH2:28][CH2:27][CH:26]([C:30]([N:32]4[CH2:37][CH2:36][O:35][CH2:34][CH2:33]4)=[O:31])[CH2:25]3)[CH2:20][CH2:19]2)=[O:17])[CH:3]=1.[CH3:38][S:39]([C:42]1[CH:47]=[CH:46][C:45](B(O)O)=[CH:44][CH:43]=1)(=[O:41])=[O:40]. (2) The reactants are: Cl[C:2]1[N:7]=[C:6]2[CH2:8][N:9]([C:11]([C:13]3[CH:18]=[C:17]([S:19]([CH3:22])(=[O:21])=[O:20])[CH:16]=[CH:15][C:14]=3[O:23][C@@H:24]([CH3:29])[C:25]([F:28])([F:27])[F:26])=[O:12])[CH2:10][C:5]2=[CH:4][CH:3]=1.C([Sn](CCCC)(CCCC)[C:35]1[CH2:36][CH2:37][O:38][CH2:39][CH:40]=1)CCC. Given the product [O:38]1[CH2:37][CH:36]=[C:35]([C:2]2[N:7]=[C:6]3[CH2:8][N:9]([C:11]([C:13]4[CH:18]=[C:17]([S:19]([CH3:22])(=[O:20])=[O:21])[CH:16]=[CH:15][C:14]=4[O:23][C@@H:24]([CH3:29])[C:25]([F:28])([F:26])[F:27])=[O:12])[CH2:10][C:5]3=[CH:4][CH:3]=2)[CH2:40][CH2:39]1, predict the reactants needed to synthesize it. (3) The reactants are: [OH:1][C:2]1([C:15]([N:17]2[CH2:24][CH2:23][CH2:22][C@H:18]2[C:19](O)=[O:20])=[O:16])[C:14]2[CH:13]=[CH:12][CH:11]=[CH:10][C:9]=2[C:8]2[C:3]1=[CH:4][CH:5]=[CH:6][CH:7]=2.[Cl:25][C:26]1[CH:27]=[CH:28][C:29]([N:34]2[CH:38]=[N:37][N:36]=[N:35]2)=[C:30]([CH2:32][NH2:33])[CH:31]=1. Given the product [Cl:25][C:26]1[CH:27]=[CH:28][C:29]([N:34]2[CH:38]=[N:37][N:36]=[N:35]2)=[C:30]([CH:31]=1)[CH2:32][NH:33][C:19](=[O:20])[C@H:18]1[CH2:22][CH2:23][CH2:24][N:17]1[C:15]([C:2]1([OH:1])[C:14]2[CH:13]=[CH:12][CH:11]=[CH:10][C:9]=2[C:8]2[C:3]1=[CH:4][CH:5]=[CH:6][CH:7]=2)=[O:16], predict the reactants needed to synthesize it. (4) Given the product [Cl:1][C:2]1[CH:3]=[CH:4][C:5]([C:8]2([C:11]([N:19]3[CH2:23][CH2:22][C:21]4([C:27]5[CH:28]=[CH:29][CH:30]=[CH:31][C:26]=5[S:25](=[O:33])(=[O:32])[NH:24]4)[CH2:20]3)=[O:13])[CH2:9][CH2:10]2)=[CH:6][CH:7]=1, predict the reactants needed to synthesize it. The reactants are: [Cl:1][C:2]1[CH:7]=[CH:6][C:5]([C:8]2([C:11]([OH:13])=O)[CH2:10][CH2:9]2)=[CH:4][CH:3]=1.CN(C)C=O.[NH:19]1[CH2:23][CH2:22][C:21]2([C:27]3[CH:28]=[CH:29][CH:30]=[CH:31][C:26]=3[S:25](=[O:33])(=[O:32])[NH:24]2)[CH2:20]1.F[P-](F)(F)(F)(F)F.N1(O[P+](N(C)C)(N(C)C)N(C)C)C2C=CC=CC=2N=N1.C(N(CC)C(C)C)(C)C. (5) Given the product [Cl:29][C:12]1[N:13]=[C:8]([C:7]2[CH:6]=[CH:5][N:4]=[CH:3][C:2]=2[Cl:1])[C:9]([C:15]2[CH:20]=[CH:19][C:18]([C:21]([F:24])([F:23])[F:22])=[CH:17][CH:16]=2)=[N:10][CH:11]=1, predict the reactants needed to synthesize it. The reactants are: [Cl:1][C:2]1[CH:3]=[N:4][CH:5]=[CH:6][C:7]=1[C:8]1[N:13]=[C:12](N)[CH:11]=[N:10][C:9]=1[C:15]1[CH:20]=[CH:19][C:18]([C:21]([F:24])([F:23])[F:22])=[CH:17][CH:16]=1.N([O-])=O.[Na+].[ClH:29]. (6) Given the product [ClH:10].[C:1]1([CH2:7][C:8](=[NH:9])[O:13][CH2:11][CH3:12])[CH:6]=[CH:5][CH:4]=[CH:3][CH:2]=1, predict the reactants needed to synthesize it. The reactants are: [C:1]1([CH2:7][C:8]#[N:9])[CH:6]=[CH:5][CH:4]=[CH:3][CH:2]=1.[ClH:10].[CH2:11]([OH:13])[CH3:12]. (7) Given the product [CH3:1][C:2]1[N:3]=[C:4]([NH:12][CH2:13][C:14]([C:16]2[CH:21]=[CH:20][CH:19]=[CH:18][CH:17]=2)=[O:15])[C:5]2[CH:10]=[C:9]([CH3:11])[S:8][C:6]=2[N:7]=1, predict the reactants needed to synthesize it. The reactants are: [CH3:1][C:2]1[N:3]=[C:4]([NH:12][CH2:13][CH:14]([C:16]2[CH:21]=[CH:20][CH:19]=[CH:18][CH:17]=2)[OH:15])[C:5]2[CH:10]=[C:9]([CH3:11])[S:8][C:6]=2[N:7]=1.[Cr](Cl)([O-])(=O)=O.[NH+]1C=CC=CC=1.